Dataset: Reaction yield outcomes from USPTO patents with 853,638 reactions. Task: Predict the reaction yield, written as a fraction of the theoretical maximum amount of product (1.0 means a 100% yield; for example, 0.34 means a 34% yield). (1) The reactants are [CH3:1][C:2]1[CH:7]=[CH:6][C:5]([NH:8][C:9](=[O:20])[C:10]2[CH:15]=[CH:14][CH:13]=[C:12]([C:16]([F:19])([F:18])[F:17])[CH:11]=2)=[CH:4][C:3]=1[N:21]1[C:30](=[O:31])[C:29]2[C:24](=[N:25][C:26]([S:32][CH3:33])=[N:27][CH:28]=2)[N:23]([CH3:34])[C:22]1=[O:35].CN(C=[O:40])C.ClC1C=C(C=CC=1)C(OO)=O. The catalyst is C(Cl)(Cl)Cl. The product is [CH3:33][S:32]([C:26]1[N:25]=[C:24]2[N:23]([CH3:34])[C:22](=[O:35])[N:21]([C:3]3[CH:4]=[C:5]([NH:8][C:9](=[O:20])[C:10]4[CH:15]=[CH:14][CH:13]=[C:12]([C:16]([F:17])([F:18])[F:19])[CH:11]=4)[CH:6]=[CH:7][C:2]=3[CH3:1])[C:30](=[O:31])[C:29]2=[CH:28][N:27]=1)=[O:40]. The yield is 0.880. (2) The reactants are [N:1]([C@H:4]([CH3:31])[CH2:5][CH2:6][CH2:7][CH2:8][N:9]1[C:14](=[O:15])[C:13]2[C:16](=[O:28])[CH:17]=[C:18]([CH3:27])[N:19]([CH2:20][C:21]3[CH:26]=[CH:25][CH:24]=[CH:23][CH:22]=3)[C:12]=2[N:11]([CH3:29])[C:10]1=[O:30])=[N+]=[N-].C1(P(C2C=CC=CC=2)C2C=CC=CC=2)C=CC=CC=1.O. The catalyst is O1CCCC1. The product is [NH2:1][C@H:4]([CH3:31])[CH2:5][CH2:6][CH2:7][CH2:8][N:9]1[C:14](=[O:15])[C:13]2[C:16](=[O:28])[CH:17]=[C:18]([CH3:27])[N:19]([CH2:20][C:21]3[CH:22]=[CH:23][CH:24]=[CH:25][CH:26]=3)[C:12]=2[N:11]([CH3:29])[C:10]1=[O:30]. The yield is 0.430.